From a dataset of Forward reaction prediction with 1.9M reactions from USPTO patents (1976-2016). Predict the product of the given reaction. (1) Given the reactants Br[C:2]1[CH:3]=[C:4]([O:8][CH3:9])[CH:5]=[CH:6][CH:7]=1.C(=O)([O-])[O-].[Na+].[Na+].[NH2:16][C:17]1[CH:18]=[C:19](B(O)O)[CH:20]=[CH:21][CH:22]=1, predict the reaction product. The product is: [CH3:9][O:8][C:4]1[CH:3]=[C:2]([C:21]2[CH:20]=[CH:19][CH:18]=[C:17]([NH2:16])[CH:22]=2)[CH:7]=[CH:6][CH:5]=1. (2) Given the reactants C([O:3][C:4](=[O:36])[CH2:5][C@@H:6]([N:13]1[C:17]2=[N:18][C:19]([CH3:22])=[CH:20][CH:21]=[C:16]2[N:15]([CH2:23][C:24]2[C:32]3[C:27](=[CH:28][CH:29]=[CH:30][C:31]=3[CH3:33])[N:26]([CH3:34])[CH:25]=2)[C:14]1=[O:35])[C:7]1[CH:12]=[CH:11][CH:10]=[CH:9][CH:8]=1)C.[OH-].[Na+].Cl, predict the reaction product. The product is: [CH3:34][N:26]1[C:27]2[C:32](=[C:31]([CH3:33])[CH:30]=[CH:29][CH:28]=2)[C:24]([CH2:23][N:15]2[C:16]3[C:17](=[N:18][C:19]([CH3:22])=[CH:20][CH:21]=3)[N:13]([C@@H:6]([C:7]3[CH:12]=[CH:11][CH:10]=[CH:9][CH:8]=3)[CH2:5][C:4]([OH:36])=[O:3])[C:14]2=[O:35])=[CH:25]1.